Dataset: Forward reaction prediction with 1.9M reactions from USPTO patents (1976-2016). Task: Predict the product of the given reaction. Given the reactants [CH2:1]([N:4]([C:18](=[O:30])[CH2:19][CH:20]1[CH2:25][CH2:24][N:23]([S:26]([CH3:29])(=[O:28])=[O:27])[CH2:22][CH2:21]1)[CH:5]1[CH2:10][CH2:9][N:8](C(OC(C)(C)C)=O)[CH2:7][CH2:6]1)[CH:2]=[CH2:3].C(Cl)[Cl:32], predict the reaction product. The product is: [ClH:32].[CH2:1]([N:4]([CH:5]1[CH2:10][CH2:9][NH:8][CH2:7][CH2:6]1)[C:18](=[O:30])[CH2:19][CH:20]1[CH2:25][CH2:24][N:23]([S:26]([CH3:29])(=[O:27])=[O:28])[CH2:22][CH2:21]1)[CH:2]=[CH2:3].